This data is from Reaction yield outcomes from USPTO patents with 853,638 reactions. The task is: Predict the reaction yield, written as a fraction of the theoretical maximum amount of product (1.0 means a 100% yield; for example, 0.34 means a 34% yield). (1) The reactants are Cl.C(O[C:5]([CH:7]1[CH2:12][CH2:11][N:10]([CH2:13][C:14]2[CH:19]=[CH:18][CH:17]=[CH:16][CH:15]=2)[CH2:9][C:8]1=O)=[O:6])C.Cl.[C:22]([NH2:25])(=[NH:24])[CH3:23].[O-]CC.[Na+]. The catalyst is C(O)C.ClCCl. The product is [CH2:13]([N:10]1[CH2:11][CH2:12][C:7]2[C:5](=[O:6])[NH:25][C:22]([CH3:23])=[N:24][C:8]=2[CH2:9]1)[C:14]1[CH:15]=[CH:16][CH:17]=[CH:18][CH:19]=1. The yield is 0.770. (2) The catalyst is O1CCOCC1.C(OCC)(=O)C. The yield is 0.110. The reactants are [NH2:1][C:2]1[C:3]([S:8]([NH2:11])(=[O:10])=[O:9])=[N:4][CH:5]=[CH:6][CH:7]=1.[CH2:12]([O:14][C:15](=[O:20])[CH2:16][C:17](Cl)=O)[CH3:13]. The product is [CH2:12]([O:14][C:15](=[O:20])[CH2:16][C:17]1[NH:1][C:2]2[C:3](=[N:4][CH:5]=[CH:6][CH:7]=2)[S:8](=[O:10])(=[O:9])[N:11]=1)[CH3:13]. (3) The reactants are [CH2:1]([O:3][C:4]([N:6]1[CH2:11][CH2:10][NH:9][CH2:8][CH2:7]1)=[O:5])[CH3:2].C([O-])([O-])=O.[K+].[K+].Br[CH2:19][CH2:20][CH2:21][Cl:22]. The catalyst is CN(C=O)C. The product is [CH2:1]([O:3][C:4]([N:6]1[CH2:7][CH2:8][N:9]([CH2:19][CH2:20][CH2:21][Cl:22])[CH2:10][CH2:11]1)=[O:5])[CH3:2]. The yield is 0.700. (4) The reactants are [CH3:1][Mg+].[Br-].[F:4][C:5]1[CH:6]=[C:7]([CH:10]=[C:11]([F:14])[C:12]=1[F:13])[CH:8]=[O:9]. The catalyst is C1COCC1. The product is [F:4][C:5]1[CH:6]=[C:7]([CH:8]([OH:9])[CH3:1])[CH:10]=[C:11]([F:14])[C:12]=1[F:13]. The yield is 1.00. (5) The reactants are [N:1]([CH2:4][C@@H:5]1[CH2:14][C:13]2[C:8](=[CH:9][CH:10]=[CH:11][CH:12]=2)[CH2:7][N:6]1[C:15]([C:17]1[CH:18]=[C:19]([CH:23]=[CH:24][C:25]=1[C:26]1[N:27]([CH3:42])[CH:28]=[C:29]([C:31](=[O:41])[N:32]([CH2:37][CH2:38][CH2:39][CH3:40])[CH2:33][CH2:34][CH2:35][CH3:36])[N:30]=1)[C:20](O)=[O:21])=[O:16])=[N+:2]=[N-:3].[I:43][C:44]1[CH:45]=[CH:46][CH:47]=[C:48]2[C:53]=1[CH:52]=[C:51]([S:54]([NH2:57])(=[O:56])=[O:55])[CH:50]=[CH:49]2. No catalyst specified. The product is [N:1]([CH2:4][C@@H:5]1[CH2:14][C:13]2[C:8](=[CH:9][CH:10]=[CH:11][CH:12]=2)[CH2:7][N:6]1[C:15]([C:17]1[CH:18]=[C:19]([C:20](=[O:21])[NH:57][S:54]([C:51]2[CH:50]=[CH:49][C:48]3[C:53](=[C:44]([I:43])[CH:45]=[CH:46][CH:47]=3)[CH:52]=2)(=[O:56])=[O:55])[CH:23]=[CH:24][C:25]=1[C:26]1[N:27]([CH3:42])[CH:28]=[C:29]([C:31]([N:32]([CH2:33][CH2:34][CH2:35][CH3:36])[CH2:37][CH2:38][CH2:39][CH3:40])=[O:41])[N:30]=1)=[O:16])=[N+:2]=[N-:3]. The yield is 0.410. (6) The reactants are [Cl:1][CH2:2][CH2:3][CH2:4][O:5][C:6]1[CH:7]=[C:8]([CH:13]=[CH:14][C:15]=1[O:16][CH3:17])[C:9]([O:11][CH3:12])=[O:10].[N+:18]([O-])([OH:20])=[O:19]. No catalyst specified. The product is [Cl:1][CH2:2][CH2:3][CH2:4][O:5][C:6]1[C:15]([O:16][CH3:17])=[CH:14][C:13]([N+:18]([O-:20])=[O:19])=[C:8]([CH:7]=1)[C:9]([O:11][CH3:12])=[O:10]. The yield is 0.860. (7) No catalyst specified. The reactants are [C:1]1([S:7]([N:10]2[CH2:15][CH2:14][N:13]([C:16]([C:18]3[NH:19][C:20]4[C:25]([CH:26]=3)=[CH:24][C:23]([C:27]([N:29]3[CH2:34][CH2:33][N:32]([CH:35]([CH3:37])[CH3:36])[CH2:31][CH2:30]3)=[O:28])=[CH:22][CH:21]=4)=[O:17])[CH2:12][CH2:11]2)(=[O:9])=[O:8])[CH:6]=[CH:5][CH:4]=[CH:3][CH:2]=1.[Cl:38][C:39]1[CH:44]=[C:43](B(O)O)[CH:42]=[CH:41][N:40]=1. The product is [C:1]1([S:7]([N:10]2[CH2:11][CH2:12][N:13]([C:16]([C:18]3[N:19]([C:43]4[CH:42]=[CH:41][N:40]=[C:39]([Cl:38])[CH:44]=4)[C:20]4[C:25]([CH:26]=3)=[CH:24][C:23]([C:27]([N:29]3[CH2:30][CH2:31][N:32]([CH:35]([CH3:37])[CH3:36])[CH2:33][CH2:34]3)=[O:28])=[CH:22][CH:21]=4)=[O:17])[CH2:14][CH2:15]2)(=[O:8])=[O:9])[CH:2]=[CH:3][CH:4]=[CH:5][CH:6]=1. The yield is 0.440. (8) The yield is 0.900. The product is [CH3:34][O:33][N:32]([CH3:31])[C:14]([C:11]1([F:17])[CH2:10][CH2:9][N:8]([C:6]([O:5][C:1]([CH3:2])([CH3:3])[CH3:4])=[O:7])[CH2:13][CH2:12]1)=[O:16]. The catalyst is ClCCl.C(OCC)(=O)C. The reactants are [C:1]([O:5][C:6]([N:8]1[CH2:13][CH2:12][C:11]([F:17])([C:14]([OH:16])=O)[CH2:10][CH2:9]1)=[O:7])([CH3:4])([CH3:3])[CH3:2].C(N1C=CN=C1)(N1C=CN=C1)=O.Cl.[CH3:31][NH:32][O:33][CH3:34].O. (9) The reactants are [NH2:1][C:2]1[N:7]=[CH:6][N:5]=[C:4]2[N:8]([CH:12]([C:14]3[O:15][C:16]4[C:21]([C:22](=[O:30])[C:23]=3[C:24]3[CH:29]=[CH:28][CH:27]=[CH:26][CH:25]=3)=[CH:20][CH:19]=[CH:18][CH:17]=4)[CH3:13])[N:9]=[C:10](I)[C:3]=12.[CH3:31][C:32]1[C:40]2[C:35](=[CH:36][C:37](B3OC(C)(C)C(C)(C)O3)=[CH:38][CH:39]=2)[NH:34][N:33]=1.C(=O)([O-])[O-].[Na+].[Na+].ClCCl. The catalyst is CN(C=O)C.C(O)C.O. The product is [NH2:1][C:2]1[N:7]=[CH:6][N:5]=[C:4]2[N:8]([CH:12]([C:14]3[O:15][C:16]4[C:21]([C:22](=[O:30])[C:23]=3[C:24]3[CH:29]=[CH:28][CH:27]=[CH:26][CH:25]=3)=[CH:20][CH:19]=[CH:18][CH:17]=4)[CH3:13])[N:9]=[C:10]([C:37]3[CH:36]=[C:35]4[C:40]([C:32]([CH3:31])=[N:33][NH:34]4)=[CH:39][CH:38]=3)[C:3]=12. The yield is 0.210. (10) The reactants are O.O.Cl[Sn]Cl.[CH3:6][O:7][C:8]1[CH:13]=[CH:12][C:11]([N+:14]([O-])=O)=[CH:10][C:9]=1[C:17]1[N:21]([CH3:22])[N:20]=[C:19]([C:23]([F:26])([F:25])[F:24])[CH:18]=1. The catalyst is CCO. The product is [CH3:6][O:7][C:8]1[CH:13]=[CH:12][C:11]([NH2:14])=[CH:10][C:9]=1[C:17]1[N:21]([CH3:22])[N:20]=[C:19]([C:23]([F:26])([F:24])[F:25])[CH:18]=1. The yield is 0.970.